Regression. Given two drug SMILES strings and cell line genomic features, predict the synergy score measuring deviation from expected non-interaction effect. From a dataset of NCI-60 drug combinations with 297,098 pairs across 59 cell lines. (1) Drug 1: C1=CN(C=N1)CC(O)(P(=O)(O)O)P(=O)(O)O. Drug 2: C(CN)CNCCSP(=O)(O)O. Cell line: KM12. Synergy scores: CSS=-13.2, Synergy_ZIP=4.56, Synergy_Bliss=5.46, Synergy_Loewe=-10.5, Synergy_HSA=-8.75. (2) Drug 1: CN(CCCl)CCCl.Cl. Drug 2: CC12CCC3C(C1CCC2OP(=O)(O)O)CCC4=C3C=CC(=C4)OC(=O)N(CCCl)CCCl.[Na+]. Cell line: NCIH23. Synergy scores: CSS=25.4, Synergy_ZIP=-7.66, Synergy_Bliss=-11.0, Synergy_Loewe=-29.2, Synergy_HSA=-9.84. (3) Drug 1: C1CNP(=O)(OC1)N(CCCl)CCCl. Drug 2: B(C(CC(C)C)NC(=O)C(CC1=CC=CC=C1)NC(=O)C2=NC=CN=C2)(O)O. Cell line: UACC62. Synergy scores: CSS=39.1, Synergy_ZIP=1.71, Synergy_Bliss=-0.309, Synergy_Loewe=-40.5, Synergy_HSA=-2.44. (4) Drug 1: CC1C(C(CC(O1)OC2CC(CC3=C2C(=C4C(=C3O)C(=O)C5=C(C4=O)C(=CC=C5)OC)O)(C(=O)CO)O)N)O.Cl. Drug 2: C1CN(CCN1C(=O)CCBr)C(=O)CCBr. Cell line: SNB-19. Synergy scores: CSS=13.7, Synergy_ZIP=-4.44, Synergy_Bliss=2.96, Synergy_Loewe=1.97, Synergy_HSA=2.23. (5) Drug 1: CC(C)NC(=O)C1=CC=C(C=C1)CNNC.Cl. Drug 2: CC(C)CN1C=NC2=C1C3=CC=CC=C3N=C2N. Cell line: SK-OV-3. Synergy scores: CSS=4.90, Synergy_ZIP=0.170, Synergy_Bliss=2.67, Synergy_Loewe=0.922, Synergy_HSA=2.12.